This data is from Forward reaction prediction with 1.9M reactions from USPTO patents (1976-2016). The task is: Predict the product of the given reaction. (1) Given the reactants [NH:1]1[CH2:6][CH2:5][CH2:4][CH2:3][CH:2]1[CH2:7][CH2:8][OH:9].C(N(CC)CC)C.[C:17](O[C:17]([O:19][C:20]([CH3:23])([CH3:22])[CH3:21])=[O:18])([O:19][C:20]([CH3:23])([CH3:22])[CH3:21])=[O:18], predict the reaction product. The product is: [C:20]([O:19][C:17]([N:1]1[CH2:6][CH2:5][CH2:4][CH2:3][CH:2]1[CH2:7][CH2:8][OH:9])=[O:18])([CH3:23])([CH3:22])[CH3:21]. (2) The product is: [C:20]([C:19]1[CH:22]=[CH:23][C:16]([N:4]2[C:5](=[O:15])[C:6]([CH2:13][O:14][C@@H:40]([CH2:39][CH:38]=[O:44])[C:41]([OH:43])=[O:42])([C:7]3[CH:8]=[CH:9][CH:10]=[CH:11][CH:12]=3)[N:2]([CH3:1])[C:3]2=[O:28])=[CH:17][C:18]=1[C:24]([F:25])([F:27])[F:26])#[N:21]. Given the reactants [CH3:1][N:2]1[C@:6]([CH2:13][OH:14])([C:7]2[CH:12]=[CH:11][CH:10]=[CH:9][CH:8]=2)[C:5](=[O:15])[N:4]([C:16]2[CH:23]=[CH:22][C:19]([C:20]#[N:21])=[C:18]([C:24]([F:27])([F:26])[F:25])[CH:17]=2)[C:3]1=[O:28].CN(C1C=CC=CN=1)C.[C:38]1(=[O:44])[O:43][C:41](=[O:42])[CH2:40][CH2:39]1, predict the reaction product. (3) Given the reactants Br[C:2]1[C:3]2[CH2:11][N:10]([C:12]3[CH:17]=[CH:16][C:15]([Cl:18])=[CH:14][N:13]=3)[CH2:9][CH2:8][C:4]=2[N:5]=[CH:6][N:7]=1.[F:19][C:20]([F:31])([F:30])[C:21]1[N:26]=[CH:25][C:24]([C@@H:27]([NH2:29])[CH3:28])=[CH:23][CH:22]=1.C(N(CC)C(C)C)(C)C.C(#N)C, predict the reaction product. The product is: [Cl:18][C:15]1[CH:16]=[CH:17][C:12]([N:10]2[CH2:9][CH2:8][C:4]3[N:5]=[CH:6][N:7]=[C:2]([NH:29][C@H:27]([C:24]4[CH:25]=[N:26][C:21]([C:20]([F:31])([F:19])[F:30])=[CH:22][CH:23]=4)[CH3:28])[C:3]=3[CH2:11]2)=[N:13][CH:14]=1.